Dataset: Forward reaction prediction with 1.9M reactions from USPTO patents (1976-2016). Task: Predict the product of the given reaction. (1) Given the reactants [Cl:1][C:2]1[CH:7]=[CH:6][C:5]([S:8]([C:11]([C:16]2[CH:21]=[C:20]([F:22])[CH:19]=[CH:18][C:17]=2[F:23])([CH3:15])[CH2:12][CH2:13][OH:14])(=[O:10])=[O:9])=[CH:4][CH:3]=1.[H-].[Na+].[N:26]1([C:31](Cl)=[O:32])[CH2:30][CH2:29][CH2:28][CH2:27]1.CO, predict the reaction product. The product is: [N:26]1([C:31]([O:14][CH2:13][CH2:12][C:11]([S:8]([C:5]2[CH:4]=[CH:3][C:2]([Cl:1])=[CH:7][CH:6]=2)(=[O:10])=[O:9])([C:16]2[CH:21]=[C:20]([F:22])[CH:19]=[CH:18][C:17]=2[F:23])[CH3:15])=[O:32])[CH2:30][CH2:29][CH2:28][CH2:27]1. (2) Given the reactants [Cl:1][C:2]([Cl:7])(Cl)[C:3](Cl)=[O:4].[CH2:8]=[C:9]1[CH2:12][N:11]([C:13]([O:15][C:16]([CH3:19])([CH3:18])[CH3:17])=[O:14])[CH2:10]1.C(=O)([O-])[O-].[Na+].[Na+], predict the reaction product. The product is: [Cl:1][C:2]1([Cl:7])[C:3](=[O:4])[CH2:8][C:9]21[CH2:10][N:11]([C:13]([O:15][C:16]([CH3:19])([CH3:18])[CH3:17])=[O:14])[CH2:12]2. (3) Given the reactants O[CH2:2][CH2:3][O:4][CH2:5][C:6]1[CH:11]=[CH:10][C:9]([C:12]2[CH:17]=[CH:16][C:15]([CH2:18][N:19]3[CH2:23][C:22]4([CH2:28][CH2:27][CH2:26][CH2:25][CH2:24]4)[O:21][C:20]3=[O:29])=[CH:14][CH:13]=2)=[CH:8][CH:7]=1.[CH2:30]([N:32](CC)[CH2:33]C)C.CS(Cl)(=O)=O.CNC, predict the reaction product. The product is: [CH3:30][N:32]([CH3:33])[CH2:2][CH2:3][O:4][CH2:5][C:6]1[CH:11]=[CH:10][C:9]([C:12]2[CH:17]=[CH:16][C:15]([CH2:18][N:19]3[CH2:23][C:22]4([CH2:28][CH2:27][CH2:26][CH2:25][CH2:24]4)[O:21][C:20]3=[O:29])=[CH:14][CH:13]=2)=[CH:8][CH:7]=1. (4) The product is: [Br:18][C:19]1[CH:25]=[CH:24][C:22]([NH:23][C:16]([NH:15][C:12]2[CH:11]=[CH:10][C:9]([O:8][C:6]3[CH:7]=[C:2]([Cl:1])[N:3]=[CH:4][N:5]=3)=[CH:14][CH:13]=2)=[O:17])=[CH:21][C:20]=1[C:26]([F:27])([F:28])[F:29]. Given the reactants [Cl:1][C:2]1[CH:7]=[C:6]([O:8][C:9]2[CH:14]=[CH:13][C:12]([N:15]=[C:16]=[O:17])=[CH:11][CH:10]=2)[N:5]=[CH:4][N:3]=1.[Br:18][C:19]1[CH:25]=[CH:24][C:22]([NH2:23])=[CH:21][C:20]=1[C:26]([F:29])([F:28])[F:27], predict the reaction product. (5) Given the reactants [CH:1]1([C:4]2[N:8](C([O-])=O)[C:7]3[CH:12]=[C:13]([C:26]4[C:27]([CH3:32])=[N:28][O:29][C:30]=4[CH3:31])[CH:14]=[C:15]([CH:16]([OH:25])[CH:17]4[C:22](=[O:23])[CH:21]5[CH2:24][CH:18]4[CH2:19][CH2:20]5)[C:6]=3[N:5]=2)[CH2:3][CH2:2]1.C(O)C, predict the reaction product. The product is: [CH:1]1([C:4]2[NH:8][C:7]3[CH:12]=[C:13]([C:26]4[C:27]([CH3:32])=[N:28][O:29][C:30]=4[CH3:31])[CH:14]=[C:15]([CH:16]([OH:25])[CH:17]4[CH:18]5[CH2:24][CH:21]([CH2:20][CH2:19]5)[C:22]4=[O:23])[C:6]=3[N:5]=2)[CH2:2][CH2:3]1.[CH:1]1([C:4]2[NH:8][C:7]3[CH:12]=[C:13]([C:26]4[C:27]([CH3:32])=[N:28][O:29][C:30]=4[CH3:31])[CH:14]=[C:15](/[CH:16]=[C:17]4\[C:22](=[O:23])[CH:21]5[CH2:24][CH:18]\4[CH2:19][CH2:20]5)[C:6]=3[N:5]=2)[CH2:2][CH2:3]1.